Dataset: Catalyst prediction with 721,799 reactions and 888 catalyst types from USPTO. Task: Predict which catalyst facilitates the given reaction. (1) Reactant: [I-].[Cl:2][C:3]1[N:8]=[CH:7][C:6]([CH2:9][N+:10]2[C:11]3[N:12]([N:19]=[C:20]([S:22][CH3:23])[N:21]=3)[C:13](SC)=[CH:14][C:15]=2[CH3:16])=[CH:5][CH:4]=1.[NH3:24].C(O)C.O. Product: [Cl:2][C:3]1[N:8]=[CH:7][C:6]([CH2:9][N:10]2[C:15]([CH3:16])=[CH:14][C:13](=[NH:24])[N:12]3[N:19]=[C:20]([S:22][CH3:23])[N:21]=[C:11]23)=[CH:5][CH:4]=1. The catalyst class is: 8. (2) Reactant: [Cl:1][C:2]1[N:3]=[C:4]([N:13]2[CH2:18][CH2:17][O:16][CH2:15][CH2:14]2)[C:5]2[S:10][C:9]([CH:11]=O)=[CH:8][C:6]=2[N:7]=1.[CH3:19][NH2:20]. Product: [Cl:1][C:2]1[N:3]=[C:4]([N:13]2[CH2:18][CH2:17][O:16][CH2:15][CH2:14]2)[C:5]2[S:10][C:9](/[CH:11]=[N:20]/[CH3:19])=[CH:8][C:6]=2[N:7]=1. The catalyst class is: 5.